This data is from Forward reaction prediction with 1.9M reactions from USPTO patents (1976-2016). The task is: Predict the product of the given reaction. (1) Given the reactants C(OC(=O)NC1(C2C=CC(C3C(=O)[C:26]4[C:21](=[CH:22][C:23]([C:29]5[NH:30]N=CC=5)=CC=4)OC=3C3C=CC=CC=3)=CC=2)CCC1)(C)(C)C.[C:41]([O:45][C:46](=[O:76])[NH:47][C:48]1([C:52]2[CH:57]=[CH:56][C:55]([C:58]3[C:67](=[O:68])[C:66]4[C:61](=[C:62](Br)[CH:63]=[CH:64][CH:65]=4)[O:60][C:59]=3[C:70]3[CH:75]=[CH:74][CH:73]=[CH:72][CH:71]=3)=[CH:54][CH:53]=2)[CH2:51][CH2:50][CH2:49]1)([CH3:44])([CH3:43])[CH3:42].N1C=CC=C(B(O)O)C=1, predict the reaction product. The product is: [C:41]([O:45][C:46](=[O:76])[NH:47][C:48]1([C:52]2[CH:57]=[CH:56][C:55]([C:58]3[C:67](=[O:68])[C:66]4[C:61](=[C:62]([C:23]5[CH:29]=[N:30][CH:26]=[CH:21][CH:22]=5)[CH:63]=[CH:64][CH:65]=4)[O:60][C:59]=3[C:70]3[CH:75]=[CH:74][CH:73]=[CH:72][CH:71]=3)=[CH:54][CH:53]=2)[CH2:51][CH2:50][CH2:49]1)([CH3:44])([CH3:43])[CH3:42]. (2) Given the reactants [I:1][C:2]1[CH:3]=[N:4][NH:5][CH:6]=1.C(N(CC)CC)C.[C:14](Cl)(=[O:21])[C:15]1[CH:20]=[CH:19][CH:18]=[CH:17][CH:16]=1, predict the reaction product. The product is: [C:14]([N:4]1[CH:3]=[C:2]([I:1])[CH:6]=[N:5]1)(=[O:21])[C:15]1[CH:20]=[CH:19][CH:18]=[CH:17][CH:16]=1. (3) Given the reactants [F:1][C:2]1([F:10])[CH2:7][CH2:6][CH:5]([CH2:8][OH:9])[CH2:4][CH2:3]1.[H-].[Na+].[CH:13]1([C:16]2[C:17](F)=[CH:18][C:19]([F:24])=[C:20]([CH:23]=2)[C:21]#[N:22])[CH2:15][CH2:14]1, predict the reaction product. The product is: [CH:13]1([C:16]2[C:17]([O:9][CH2:8][CH:5]3[CH2:6][CH2:7][C:2]([F:10])([F:1])[CH2:3][CH2:4]3)=[CH:18][C:19]([F:24])=[C:20]([CH:23]=2)[C:21]#[N:22])[CH2:14][CH2:15]1. (4) The product is: [Br:1][C:2]1[CH:3]=[C:4]2[C:8](=[CH:9][CH:10]=1)[C:7](=[O:6])[NH:15][N:14]=[CH:5]2. Given the reactants [Br:1][C:2]1[CH:3]=[C:4]2[C:8](=[CH:9][CH:10]=1)[C:7](=O)[O:6][CH:5]2O.O.[NH2:14][NH2:15], predict the reaction product. (5) Given the reactants [NH2:1][C:2]1[CH:7]=[CH:6][CH:5]=[CH:4][C:3]=1[CH2:8][OH:9].C(N(CC)C(C)C)(C)C.[C:19](O[C:19]([O:21][C:22]([CH3:25])([CH3:24])[CH3:23])=[O:20])([O:21][C:22]([CH3:25])([CH3:24])[CH3:23])=[O:20], predict the reaction product. The product is: [C:22]([O:21][C:19](=[O:20])[NH:1][C:2]1[CH:7]=[CH:6][CH:5]=[CH:4][C:3]=1[CH2:8][OH:9])([CH3:25])([CH3:24])[CH3:23]. (6) The product is: [CH3:6][Si:7]([CH3:18])([CH3:17])[CH2:8][CH2:9][O:10][CH2:11][N:12]1[C:16]([C:22](=[O:24])[CH3:23])=[CH:15][N:14]=[CH:13]1. Given the reactants C([Li])CCC.[CH3:6][Si:7]([CH3:18])([CH3:17])[CH2:8][CH2:9][O:10][CH2:11][N:12]1[CH:16]=[CH:15][N:14]=[CH:13]1.CON(C)[C:22](=[O:24])[CH3:23], predict the reaction product. (7) Given the reactants [CH3:1][O:2][C:3](=[O:24])[C:4]([CH3:23])([CH3:22])[CH2:5][N:6]([C:12]1[C:17]([N+:18]([O-])=O)=[CH:16][N:15]=[C:14]([Cl:21])[N:13]=1)[CH:7]1[CH2:11][CH2:10][CH2:9][CH2:8]1, predict the reaction product. The product is: [CH3:1][O:2][C:3](=[O:24])[C:4]([CH3:22])([CH3:23])[CH2:5][N:6]([C:12]1[C:17]([NH2:18])=[CH:16][N:15]=[C:14]([Cl:21])[N:13]=1)[CH:7]1[CH2:8][CH2:9][CH2:10][CH2:11]1. (8) Given the reactants [Cl:1][C:2]1[CH:3]=[C:4]([C@H:9]2[C@H:14]([N:15]([CH3:28])[C:16]([C:18]3[CH:23]=[CH:22][C:21]([C:24]([F:27])([F:26])[F:25])=[CH:20][N:19]=3)=[O:17])[CH2:13][CH2:12][N:11]([C:29]([C:31]3[NH:32][C:33]4[C:34](=[O:40])[CH2:35][CH2:36][CH2:37][C:38]=4[CH:39]=3)=[O:30])[CH2:10]2)[CH:5]=[CH:6][C:7]=1[Cl:8].[H-].[Na+].[CH3:43]I.O, predict the reaction product. The product is: [Cl:1][C:2]1[CH:3]=[C:4]([C@H:9]2[C@H:14]([N:15]([CH3:28])[C:16]([C:18]3[CH:23]=[CH:22][C:21]([C:24]([F:26])([F:25])[F:27])=[CH:20][N:19]=3)=[O:17])[CH2:13][CH2:12][N:11]([C:29]([C:31]3[N:32]([CH3:43])[C:33]4[C:34](=[O:40])[CH2:35][CH2:36][CH2:37][C:38]=4[CH:39]=3)=[O:30])[CH2:10]2)[CH:5]=[CH:6][C:7]=1[Cl:8].